The task is: Predict which catalyst facilitates the given reaction.. This data is from Catalyst prediction with 721,799 reactions and 888 catalyst types from USPTO. (1) Reactant: [F:1][C:2]1[CH:3]=[C:4]([S:11]([N:14]=[CH:15][N:16]([CH3:18])[CH3:17])(=[O:13])=[O:12])[CH:5]=[C:6]([F:10])[C:7]=1[CH2:8][OH:9].CCN(CC)CC.[CH3:26][S:27](Cl)(=[O:29])=[O:28]. Product: [CH3:26][S:27]([O:9][CH2:8][C:7]1[C:2]([F:1])=[CH:3][C:4]([S:11](=[O:12])(=[O:13])[N:14]=[CH:15][N:16]([CH3:18])[CH3:17])=[CH:5][C:6]=1[F:10])(=[O:29])=[O:28]. The catalyst class is: 2. (2) Reactant: [CH3:1][C:2]([O:5][C:6]([N:8]1[CH2:14][CH2:13][C:12]2[CH:15]=[CH:16][C:17]([O:19][C:20]3[CH:28]=[CH:27][C:23]([C:24]([OH:26])=O)=[CH:22][C:21]=3[O:29][CH3:30])=[CH:18][C:11]=2[CH2:10][CH2:9]1)=[O:7])([CH3:4])[CH3:3].[C:31](N1C=CN=C1)([N:33]1C=CN=C1)=O.CN. Product: [CH3:31][NH:33][C:24]([C:23]1[CH:27]=[CH:28][C:20]([O:19][C:17]2[CH:16]=[CH:15][C:12]3[CH2:13][CH2:14][N:8]([C:6]([O:5][C:2]([CH3:4])([CH3:3])[CH3:1])=[O:7])[CH2:9][CH2:10][C:11]=3[CH:18]=2)=[C:21]([O:29][CH3:30])[CH:22]=1)=[O:26]. The catalyst class is: 9. (3) Reactant: [N-:1]=[N+:2]=[N-:3].[Na+].Br[CH2:6][C:7]([C:10]1[CH:15]=[CH:14][C:13]([Cl:16])=[CH:12][C:11]=1[Cl:17])([F:9])[F:8].O. Product: [N:1]([CH2:6][C:7]([C:10]1[CH:15]=[CH:14][C:13]([Cl:16])=[CH:12][C:11]=1[Cl:17])([F:9])[F:8])=[N+:2]=[N-:3]. The catalyst class is: 16.